From a dataset of HIV replication inhibition screening data with 41,000+ compounds from the AIDS Antiviral Screen. Binary Classification. Given a drug SMILES string, predict its activity (active/inactive) in a high-throughput screening assay against a specified biological target. (1) The molecule is Cc1ccccc1C1OC(=O)c2ccc3ccccc3c21. The result is 1 (active). (2) The compound is COC(=O)c1ccc(CCC2=CC(=O)C(Br)=CC2=O)cc1. The result is 0 (inactive). (3) The compound is CCCCCCCCCc1cc(=O)c2ccc(O)cc2o1. The result is 0 (inactive). (4) The molecule is Cc1ccc(NC(=O)CCc2nc(=S)[nH][nH]2)cc1. The result is 1 (active). (5) The molecule is Cc1cn(C2CC(O[Si](C)(C)C(C)(C)C)C(CNC(=O)N(O)C3CC(n4cc(C)c(=O)[nH]c4=O)OC3CO[Si](C)(C)C(C)(C)C)O2)c(=O)[nH]c1=O. The result is 0 (inactive). (6) The molecule is CCOC(=O)C(Cc1cc(OC)c(CC(C(=O)OCC)C(=O)OCC)cc1OC)C(=O)OCC. The result is 0 (inactive).